This data is from Reaction yield outcomes from USPTO patents with 853,638 reactions. The task is: Predict the reaction yield, written as a fraction of the theoretical maximum amount of product (1.0 means a 100% yield; for example, 0.34 means a 34% yield). (1) The reactants are Br[C:2]1[CH:3]=[CH:4][C:5]2[O:24][CH2:23][C:8]3([C:16]4[C:11](=[CH:12][CH:13]=[CH:14][CH:15]=4)[N:10]([CH2:17][CH2:18][CH2:19][CH2:20][CH3:21])[C:9]3=[O:22])[C:6]=2[CH:7]=1.Br[C:26]1[CH:31]=[CH:30][C:29]2C3(C[O:48][C:28]=2[CH:27]=1)C1C(=CC=CC=1)N(CCCCC)C3=O. No catalyst specified. The product is [CH2:17]([N:10]1[C:11]2[C:16](=[CH:15][CH:14]=[CH:13][CH:12]=2)[C:8]2([C:6]3[CH:7]=[C:2]([O:48][C:28]4[CH:29]=[CH:30][CH:31]=[CH:26][CH:27]=4)[CH:3]=[CH:4][C:5]=3[O:24][CH2:23]2)[C:9]1=[O:22])[CH2:18][CH2:19][CH2:20][CH3:21]. The yield is 0.100. (2) The reactants are [CH3:1][O:2][C:3]1[CH:8]=[CH:7][C:6]([C:9]2[C:14]([C:15]3[CH:20]=[CH:19][C:18]([O:21][CH3:22])=[CH:17][CH:16]=3)=[N:13][N:12]([CH2:23][CH2:24][C:25]([OH:27])=O)[C:11](=[O:28])[CH:10]=2)=[CH:5][CH:4]=1.C(Cl)(=O)C(Cl)=O.[CH2:35]([NH2:42])[C:36]1[CH:41]=[CH:40][CH:39]=[CH:38][CH:37]=1. No catalyst specified. The product is [CH3:1][O:2][C:3]1[CH:8]=[CH:7][C:6]([C:9]2[C:14]([C:15]3[CH:16]=[CH:17][C:18]([O:21][CH3:22])=[CH:19][CH:20]=3)=[N:13][N:12]([CH2:23][CH2:24][C:25]([NH:42][CH2:35][C:36]3[CH:41]=[CH:40][CH:39]=[CH:38][CH:37]=3)=[O:27])[C:11](=[O:28])[CH:10]=2)=[CH:5][CH:4]=1. The yield is 0.522. (3) The reactants are [C:1]([O:4]CC(=O)CC1C=CC(Cl)=C(Cl)C=1)(=[O:3])[CH3:2].[S:17]1[CH:21]=[C:20]([CH2:22][C:23](=[O:26])[CH2:24]Cl)[C:19]2[CH:27]=[CH:28][CH:29]=[CH:30][C:18]1=2.C(O)(=O)C.C(N(CC)CC)C. No catalyst specified. The product is [C:1]([O:4][CH2:24][C:23](=[O:26])[CH2:22][C:20]1[C:19]2[CH:27]=[CH:28][CH:29]=[CH:30][C:18]=2[S:17][CH:21]=1)(=[O:3])[CH3:2]. The yield is 0.510.